Predict the product of the given reaction. From a dataset of Forward reaction prediction with 1.9M reactions from USPTO patents (1976-2016). (1) Given the reactants Cl.[F:2][C:3]1[CH:8]=[CH:7][C:6]([CH:9]([C:17]2[CH:22]=[CH:21][C:20]([F:23])=[CH:19][CH:18]=2)[CH:10]2[C:15](=[O:16])[CH2:14][CH2:13][NH:12][CH2:11]2)=[CH:5][CH:4]=1.[C:24]([C:26]1[CH:33]=[CH:32][CH:31]=[CH:30][C:27]=1[CH2:28]Br)#[N:25].C(=O)([O-])[O-].[K+].[K+], predict the reaction product. The product is: [F:2][C:3]1[CH:8]=[CH:7][C:6]([CH:9]([C:17]2[CH:18]=[CH:19][C:20]([F:23])=[CH:21][CH:22]=2)[CH:10]2[C:15](=[O:16])[CH2:14][CH2:13][N:12]([CH2:28][C:27]3[CH:30]=[CH:31][CH:32]=[CH:33][C:26]=3[C:24]#[N:25])[CH2:11]2)=[CH:5][CH:4]=1. (2) Given the reactants [CH3:1][O:2][C:3]1[CH:8]=[CH:7][C:6]([O:9][CH3:10])=[CH:5][C:4]=1[S:11]([NH:14][C@@H:15]1[CH2:19][CH2:18][N:17]([C:20]([O:22][C:23]([CH3:26])([CH3:25])[CH3:24])=[O:21])[CH2:16]1)(=[O:13])=[O:12].[H-].[Na+].Br[CH2:30][CH3:31], predict the reaction product. The product is: [CH3:1][O:2][C:3]1[CH:8]=[CH:7][C:6]([O:9][CH3:10])=[CH:5][C:4]=1[S:11]([N:14]([CH2:30][CH3:31])[C@@H:15]1[CH2:19][CH2:18][N:17]([C:20]([O:22][C:23]([CH3:26])([CH3:25])[CH3:24])=[O:21])[CH2:16]1)(=[O:12])=[O:13]. (3) Given the reactants [CH2:1]([O:3][C:4]([C:6]1[CH:11]=[CH:10][C:9](B(O)O)=[CH:8][CH:7]=1)=[O:5])[CH3:2].[Cl:15][C:16]1[N:21]=[C:20](Cl)[CH:19]=[CH:18][N:17]=1.C(=O)([O-])[O-].[Na+].[Na+], predict the reaction product. The product is: [Cl:15][C:16]1[N:21]=[C:20]([C:9]2[CH:10]=[CH:11][C:6]([C:4]([O:3][CH2:1][CH3:2])=[O:5])=[CH:7][CH:8]=2)[CH:19]=[CH:18][N:17]=1. (4) The product is: [CH3:34][N:35]([CH3:36])[S:20]([C:16]1[CH:17]=[CH:18][CH:19]=[C:14]([C:10]2[N:9]=[C:8]([C:6]3[CH:5]=[C:4]([C:24]4[CH:25]=[CH:26][C:27]([C:30]([F:33])([F:32])[F:31])=[CH:28][CH:29]=4)[CH:3]=[C:2]([CH3:1])[N:7]=3)[CH:13]=[CH:12][CH:11]=2)[CH:15]=1)(=[O:21])=[O:22]. Given the reactants [CH3:1][C:2]1[N:7]=[C:6]([C:8]2[CH:13]=[CH:12][CH:11]=[C:10]([C:14]3[CH:15]=[C:16]([S:20](Cl)(=[O:22])=[O:21])[CH:17]=[CH:18][CH:19]=3)[N:9]=2)[CH:5]=[C:4]([C:24]2[CH:29]=[CH:28][C:27]([C:30]([F:33])([F:32])[F:31])=[CH:26][CH:25]=2)[CH:3]=1.[CH3:34][NH:35][CH3:36], predict the reaction product. (5) Given the reactants Cl.[F:2][C:3]1([F:9])[CH2:8][CH2:7][NH:6][CH2:5][CH2:4]1.C(=O)([O-])[O-].[K+].[K+].Cl[C:17]1[N:22]=[CH:21][N:20]=[C:19]2[N:23]([CH2:26][CH2:27][N:28]3[CH2:33][CH2:32][CH2:31][CH2:30][CH2:29]3)[N:24]=[CH:25][C:18]=12, predict the reaction product. The product is: [F:2][C:3]1([F:9])[CH2:8][CH2:7][N:6]([C:17]2[N:22]=[CH:21][N:20]=[C:19]3[N:23]([CH2:26][CH2:27][N:28]4[CH2:33][CH2:32][CH2:31][CH2:30][CH2:29]4)[N:24]=[CH:25][C:18]=23)[CH2:5][CH2:4]1. (6) Given the reactants [Br:1][C:2]1[CH:3]=[C:4]2[C:9](=[CH:10][CH:11]=1)[N:8]=[CH:7]C(N)=C2NC.C1N=CN([C:20]([N:22]2[CH:26]=[N:25][CH:24]=[CH:23]2)=O)C=1.C1C[O:30]CC1, predict the reaction product. The product is: [Br:1][C:2]1[CH:3]=[CH:4][C:9]2[N:8]=[CH:7][C:24]3[NH:25][C:26](=[O:30])[N:22]([CH3:20])[C:23]=3[C:10]=2[CH:11]=1. (7) Given the reactants CN(C)C=O.Cl.[Cl:7][C:8]1[CH:9]=[CH:10][C:11]([N:37]2[CH:41]=[N:40][N:39]=[N:38]2)=[C:12]([C:14]2[CH:22]=[C:21]3[N:17]([C@H:18]([C:23]4[NH:24][C:25]([C:28]5[CH:29]=[C:30]([C:33]([OH:35])=[O:34])[S:31][CH:32]=5)=[CH:26][N:27]=4)[CH2:19][CH2:20]3)[C:16](=[O:36])[CH:15]=2)[CH:13]=1.F[P-](F)(F)(F)(F)F.N1(O[P+](N(C)C)(N(C)C)N(C)C)[C:53]2C=CC=C[C:52]=2N=N1.C(N(CC)C(C)C)(C)C, predict the reaction product. The product is: [Cl:7][C:8]1[CH:9]=[CH:10][C:11]([N:37]2[CH:41]=[N:40][N:39]=[N:38]2)=[C:12]([C:14]2[CH:22]=[C:21]3[N:17]([C@H:18]([C:23]4[NH:24][C:25]([C:28]5[CH:29]=[C:30]([C:33]([O:35][CH2:52][CH3:53])=[O:34])[S:31][CH:32]=5)=[CH:26][N:27]=4)[CH2:19][CH2:20]3)[C:16](=[O:36])[CH:15]=2)[CH:13]=1. (8) Given the reactants [Br:1][C:2]1[CH:10]=[CH:9][C:5]([C:6]([OH:8])=O)=[C:4]([F:11])[CH:3]=1.CN(C(ON1N=NC2C=CC=NC1=2)=[N+](C)C)C.F[P-](F)(F)(F)(F)F.C(N(CC)CC)C.[NH2:43][C:44]1[CH:45]=[C:46]([CH:49]=[CH:50][N:51]=1)[C:47]#[N:48], predict the reaction product. The product is: [Br:1][C:2]1[CH:10]=[CH:9][C:5]([C:6]([NH:43][C:44]2[CH:45]=[C:46]([C:47]#[N:48])[CH:49]=[CH:50][N:51]=2)=[O:8])=[C:4]([F:11])[CH:3]=1. (9) The product is: [F:2][C:17]1[CH:65]=[C:63]([N:59]2[CH2:58][CH2:57][CH2:62][C@@H:60]2[C:39]2[C:38](=[O:49])[C:37]3[C:42](=[CH:33][CH:34]=[C:35]([C:50]([N:55]([CH3:56])[CH3:54])=[O:51])[CH:36]=3)[O:41][C:40]=2[N:43]2[CH2:44][CH2:45][O:46][CH2:47][CH2:48]2)[CH:64]=[CH:19][CH:18]=1. Given the reactants [B-](F)(F)(F)[F:2].CN(C(ON1[C:19](=O)[CH2:18][CH2:17]C1=O)=[N+](C)C)C.FC1C=C(N2CCC[C@@H]2[C:33]2[CH:34]=[C:35]([C:50](O)=[O:51])[CH:36]=[C:37]3[C:42]=2[O:41][C:40]([N:43]2[CH2:48][CH2:47][O:46][CH2:45][CH2:44]2)=[CH:39][C:38]3=[O:49])C=CC=1.Cl.[CH3:54][NH:55][CH3:56].[CH3:57][CH2:58][N:59]([CH:63]([CH3:65])[CH3:64])[CH:60]([CH3:62])C, predict the reaction product.